Task: Predict the product of the given reaction.. Dataset: Forward reaction prediction with 1.9M reactions from USPTO patents (1976-2016) (1) Given the reactants [CH3:1][S:2]([NH:5][CH2:6][C:7]1[CH:16]=[CH:15][C:10]([C:11](OC)=[O:12])=[CH:9][CH:8]=1)(=[O:4])=[O:3].[H-].[H-].[H-].[H-].[Li+].[Al+3].CO.C(Cl)(Cl)Cl, predict the reaction product. The product is: [CH3:1][S:2]([NH:5][CH2:6][C:7]1[CH:16]=[CH:15][C:10]([CH2:11][OH:12])=[CH:9][CH:8]=1)(=[O:4])=[O:3]. (2) Given the reactants [Cl:1][C:2]1[N:3]([CH2:11]O)[N:4]=[C:5]2[C:10]=1[CH:9]=[CH:8][CH:7]=[CH:6]2.O=S(Cl)[Cl:15], predict the reaction product. The product is: [Cl:1][C:2]1[N:3]([CH2:11][Cl:15])[N:4]=[C:5]2[C:10]=1[CH:9]=[CH:8][CH:7]=[CH:6]2.[ClH:1]. (3) Given the reactants Br.Br[CH:3]([C:6](=O)[C:7]1[CH:12]=[CH:11][CH:10]=[CH:9][N:8]=1)[C:4]#[N:5].[N:14]1[CH:19]=[CH:18][CH:17]=[N:16][C:15]=1[NH:20][C:21]([NH2:23])=[S:22].C(N(CC)CC)C, predict the reaction product. The product is: [N:8]1[CH:9]=[CH:10][CH:11]=[CH:12][C:7]=1[C:6]1[N:23]=[C:21]([NH:20][C:15]2[N:16]=[CH:17][CH:18]=[CH:19][N:14]=2)[S:22][C:3]=1[C:4]#[N:5]. (4) Given the reactants [CH3:1][O:2][CH2:3][C:4](=[O:10])[CH2:5][C:6]([O:8]C)=O.[NH:11]1[CH2:16][CH2:15][O:14][CH2:13][CH2:12]1, predict the reaction product. The product is: [CH3:1][O:2][CH2:3][C:4](=[O:10])[CH2:5][C:6]([N:11]1[CH2:16][CH2:15][O:14][CH2:13][CH2:12]1)=[O:8].